This data is from Reaction yield outcomes from USPTO patents with 853,638 reactions. The task is: Predict the reaction yield, written as a fraction of the theoretical maximum amount of product (1.0 means a 100% yield; for example, 0.34 means a 34% yield). (1) The product is [F:21][C:2]([F:1])([C:8]1[CH:13]=[CH:12][CH:11]=[C:10]([CH2:14][CH2:15][CH2:16][S:17]([CH3:20])(=[O:18])=[O:19])[CH:9]=1)[C:3]([OH:5])=[O:4]. The reactants are [F:1][C:2]([F:21])([C:8]1[CH:13]=[CH:12][CH:11]=[C:10]([CH2:14][CH2:15][CH2:16][S:17]([CH3:20])(=[O:19])=[O:18])[CH:9]=1)[C:3]([O:5]CC)=[O:4].CO.O.[OH-].[Li+]. The yield is 0.940. The catalyst is O1CCCC1.O. (2) The reactants are [CH2:1]([O:8][C:9]1[CH:26]=[CH:25][C:12]([CH2:13][NH:14][CH2:15][CH2:16][C:17](=[O:24])[NH:18][O:19][C:20]([CH3:23])([CH3:22])[CH3:21])=[CH:11][C:10]=1[O:27][CH3:28])[C:2]1[CH:7]=[CH:6][CH:5]=[CH:4][CH:3]=1.C(N(CC)CC)C.[C:36](Cl)(=[O:40])[CH:37]([CH3:39])[CH3:38]. The catalyst is C(Cl)Cl. The product is [CH2:1]([O:8][C:9]1[CH:26]=[CH:25][C:12]([CH2:13][N:14]([CH2:15][CH2:16][C:17](=[O:24])[NH:18][O:19][C:20]([CH3:22])([CH3:23])[CH3:21])[C:36](=[O:40])[CH:37]([CH3:39])[CH3:38])=[CH:11][C:10]=1[O:27][CH3:28])[C:2]1[CH:3]=[CH:4][CH:5]=[CH:6][CH:7]=1. The yield is 0.900. (3) The reactants are [CH3:1][C:2]1[CH:6]=[CH:5][S:4][C:3]=1[C:7]([OH:9])=[O:8].S(=O)(=O)(O)O.[CH3:15]O. The catalyst is CCOC(C)=O. The product is [CH3:15][O:8][C:7]([C:3]1[S:4][CH:5]=[CH:6][C:2]=1[CH3:1])=[O:9]. The yield is 0.820. (4) The reactants are [NH2:1][C:2]1[C:11]([N+:12]([O-])=O)=[CH:10][CH:9]=[C:8]2[C:3]=1[C:4](=[O:15])[NH:5][CH:6]=[N:7]2. The catalyst is CO.[Pd]. The product is [NH2:1][C:2]1[C:11]([NH2:12])=[CH:10][CH:9]=[C:8]2[C:3]=1[C:4](=[O:15])[NH:5][CH:6]=[N:7]2. The yield is 0.980. (5) The reactants are CN(C(ON1N=NC2C=CC=NC1=2)=[N+](C)C)C.F[P-](F)(F)(F)(F)F.[O:25]=[C:26]1[C:35]2[CH2:34][CH2:33][NH:32][CH2:31][C:30]=2[NH:29][C:28]2[CH:36]=[CH:37][CH:38]=[C:39]([C:40]([O:42][CH3:43])=[O:41])[C:27]1=2.[CH3:44][C:45]1([C:48](O)=[O:49])[CH2:47][CH2:46]1.C(N(C(C)C)CC)(C)C. The catalyst is CN(C=O)C. The product is [CH3:44][C:45]1([C:48]([N:32]2[CH2:31][C:30]3[NH:29][C:28]4[CH:36]=[CH:37][CH:38]=[C:39]([C:40]([O:42][CH3:43])=[O:41])[C:27]=4[C:26](=[O:25])[C:35]=3[CH2:34][CH2:33]2)=[O:49])[CH2:47][CH2:46]1. The yield is 0.250.